This data is from Forward reaction prediction with 1.9M reactions from USPTO patents (1976-2016). The task is: Predict the product of the given reaction. (1) Given the reactants [F:1][C:2]([F:18])([F:17])[S:3]([CH:6]([S:10]([C:13]([F:16])([F:15])[F:14])(=[O:12])=[O:11])[CH2:7][CH:8]=[CH2:9])(=[O:5])=[O:4].[CH2:19]([O:21][SiH:22]([O:26][CH2:27][CH3:28])[O:23][CH2:24][CH3:25])[CH3:20], predict the reaction product. The product is: [F:14][C:13]([F:15])([F:16])[S:10]([CH:6]([S:3]([C:2]([F:17])([F:1])[F:18])(=[O:4])=[O:5])[CH2:7][CH2:8][CH2:9][Si:22]([O:26][CH2:27][CH3:28])([O:23][CH2:24][CH3:25])[O:21][CH2:19][CH3:20])(=[O:12])=[O:11]. (2) Given the reactants [Cl:1][C:2]1[CH:3]=[C:4]([C@H:8]2[C@H:13]([C:14]3[CH:19]=[CH:18][C:17]([Cl:20])=[CH:16][N:15]=3)[NH:12][C:11](=[O:21])[CH2:10][CH2:9]2)[CH:5]=[CH:6][CH:7]=1.[H-].[Na+].Cl[CH2:25][C:26]1[CH:31]=[CH:30][C:29]([O:32][CH3:33])=[CH:28][C:27]=1[O:34][CH3:35].C(O)(=O)C.C([O-])(O)=O.[Na+], predict the reaction product. The product is: [Cl:1][C:2]1[CH:3]=[C:4]([C@@H:8]2[C@@H:13]([C:14]3[CH:19]=[CH:18][C:17]([Cl:20])=[CH:16][N:15]=3)[N:12]([CH2:25][C:26]3[CH:31]=[CH:30][C:29]([O:32][CH3:33])=[CH:28][C:27]=3[O:34][CH3:35])[C:11](=[O:21])[CH2:10][CH2:9]2)[CH:5]=[CH:6][CH:7]=1. (3) The product is: [N:14]1([C@@H:11]2[CH2:12][CH2:13][N:9]([C:7]3[S:8][C:4]4[CH:3]=[C:2]([N:23]5[C:24](=[O:28])[CH:25]=[CH:26][CH:27]=[N:22]5)[CH:21]=[CH:20][C:5]=4[N:6]=3)[CH2:10]2)[CH2:19][CH2:18][CH2:17][CH2:16][CH2:15]1. Given the reactants Br[C:2]1[CH:21]=[CH:20][C:5]2[N:6]=[C:7]([N:9]3[CH2:13][CH2:12][C@@H:11]([N:14]4[CH2:19][CH2:18][CH2:17][CH2:16][CH2:15]4)[CH2:10]3)[S:8][C:4]=2[CH:3]=1.[N:22]1[NH:23][C:24](=[O:28])[CH:25]=[CH:26][CH:27]=1.C(=O)([O-])[O-].[K+].[K+].CNCCNC, predict the reaction product. (4) The product is: [F:29][C:15]1[C:16]([O:20][C:21]2[CH:26]=[CH:25][N:24]=[C:23]([CH2:27][O:28][S:36]([CH3:35])(=[O:38])=[O:37])[CH:22]=2)=[CH:17][CH:18]=[C:19]2[C:14]=1[CH:13]=[C:12]([CH3:30])[N:11]2[C:9](=[O:10])[NH:8][C:5]1[CH:6]=[CH:7][C:2]([F:1])=[C:3]([C:31]([F:33])([F:32])[F:34])[CH:4]=1. Given the reactants [F:1][C:2]1[CH:7]=[CH:6][C:5]([NH:8][C:9]([N:11]2[C:19]3[C:14](=[C:15]([F:29])[C:16]([O:20][C:21]4[CH:26]=[CH:25][N:24]=[C:23]([CH2:27][OH:28])[CH:22]=4)=[CH:17][CH:18]=3)[CH:13]=[C:12]2[CH3:30])=[O:10])=[CH:4][C:3]=1[C:31]([F:34])([F:33])[F:32].[CH3:35][S:36](Cl)(=[O:38])=[O:37], predict the reaction product. (5) Given the reactants [C:1]1([C:10](OCC)=[O:11])([C:5]([O:7][CH2:8][CH3:9])=[O:6])[CH2:4][CH2:3][CH2:2]1, predict the reaction product. The product is: [OH:11][CH2:10][C:1]1([C:5]([O:7][CH2:8][CH3:9])=[O:6])[CH2:4][CH2:3][CH2:2]1.